Dataset: Catalyst prediction with 721,799 reactions and 888 catalyst types from USPTO. Task: Predict which catalyst facilitates the given reaction. (1) Reactant: [F:1][C:2]([F:21])([F:20])[C:3]([N:5]1[CH2:11][CH:10]([CH3:12])[C:9]2[CH:13]=[CH:14][C:15]([O:17][CH3:18])=[CH:16][C:8]=2[CH2:7][CH:6]1[CH3:19])=[O:4].[Br:22]N1C(=O)CCC1=O. Product: [F:21][C:2]([F:1])([F:20])[C:3]([N:5]1[CH2:11][CH:10]([CH3:12])[C:9]2[CH:13]=[C:14]([Br:22])[C:15]([O:17][CH3:18])=[CH:16][C:8]=2[CH2:7][CH:6]1[CH3:19])=[O:4]. The catalyst class is: 290. (2) Reactant: [OH:1][CH:2]1[CH2:7][CH2:6][CH:5]([CH2:8][CH2:9][C:10]([OH:12])=[O:11])[CH2:4][CH2:3]1.[O-]Cl.[Na+].Cl. Product: [O:1]=[C:2]1[CH2:7][CH2:6][CH:5]([CH2:8][CH2:9][C:10]([OH:12])=[O:11])[CH2:4][CH2:3]1. The catalyst class is: 15.